From a dataset of Reaction yield outcomes from USPTO patents with 853,638 reactions. Predict the reaction yield, written as a fraction of the theoretical maximum amount of product (1.0 means a 100% yield; for example, 0.34 means a 34% yield). The reactants are [CH:1]1([CH:7]([OH:24])[C:8]23[C:14](=[O:15])[O:13][C:12]2([CH3:16])[CH:11]([CH2:17][CH2:18][CH2:19][CH2:20][CH2:21][CH3:22])[C:10](=[O:23])[NH:9]3)[CH2:6][CH2:5][CH2:4][CH:3]=[CH:2]1.C(N(CC)CC)C.[CH2:32]([SH:39])[C:33]1[CH:38]=[CH:37][CH:36]=[CH:35][CH:34]=1. The catalyst is ClCCl. The product is [CH2:32]([S:39][C:14]([C:8]1([CH:7]([CH:1]2[CH2:6][CH2:5][CH2:4][CH:3]=[CH:2]2)[OH:24])[C:12]([OH:13])([CH3:16])[CH:11]([CH2:17][CH2:18][CH2:19][CH2:20][CH2:21][CH3:22])[C:10](=[O:23])[NH:9]1)=[O:15])[C:33]1[CH:38]=[CH:37][CH:36]=[CH:35][CH:34]=1. The yield is 0.610.